Dataset: Forward reaction prediction with 1.9M reactions from USPTO patents (1976-2016). Task: Predict the product of the given reaction. (1) Given the reactants [Cl:1][C:2]1[CH:3]=[CH:4][C:5]([O:11][CH2:12][CH:13]([O:15][CH3:16])C)=[C:6]([CH:10]=1)[C:7]([OH:9])=[O:8].[CH2:17](OCCO)[CH:18](C)[CH3:19], predict the reaction product. The product is: [Cl:1][C:2]1[CH:3]=[CH:4][C:5]([O:11][CH2:12][CH2:13][O:15][CH2:16][CH:18]([CH3:19])[CH3:17])=[C:6]([CH:10]=1)[C:7]([OH:9])=[O:8]. (2) The product is: [NH:22]1[C:30]2=[N:29][CH:28]=[CH:27][CH:26]=[C:25]2[C:24]([CH:31]=[C:13]2[O:12][C:11]([NH:10][C:7]3[CH:8]=[CH:9][C:4]4[N:3]=[CH:2][S:1][C:5]=4[CH:6]=3)=[C:15]([C:16]([O:18][CH2:19][CH3:20])=[O:17])[C:14]2=[O:21])=[CH:23]1. Given the reactants [S:1]1[C:5]2[CH:6]=[C:7]([NH:10][C:11]3[O:12][CH2:13][C:14](=[O:21])[C:15]=3[C:16]([O:18][CH2:19][CH3:20])=[O:17])[CH:8]=[CH:9][C:4]=2[N:3]=[CH:2]1.[NH:22]1[C:30]2[C:25](=[CH:26][CH:27]=[CH:28][N:29]=2)[C:24]([CH:31]=O)=[CH:23]1.N1CCC[C@H]1C(O)=O, predict the reaction product. (3) Given the reactants [NH4+:1].[OH2:2].O.O.O.O.O.O.O.O.O.O.O.[O-:14][S:15]([O-:18])(=[O:17])=[O:16].[O-:19]S([O-])(=O)=O.[Al+3:24].N, predict the reaction product. The product is: [OH-:14].[Al+3:24].[OH-:19].[OH-:2].[S:15]([O-:18])([O-:17])(=[O:16])=[O:14].[NH4+:1].[NH4+:1]. (4) Given the reactants [Cl:1][C:2]1[CH:3]=[C:4]([C:8]([C:10]2[CH:11]=[N:12][C:13]3[C:18]([CH:19]=2)=[CH:17][CH:16]=[CH:15][C:14]=3Cl)=[O:9])[CH:5]=[CH:6][CH:7]=1.[N:21]1([C:27]([O:29][C:30]([CH3:33])([CH3:32])[CH3:31])=[O:28])[CH2:26][CH2:25][NH:24][CH2:23][CH2:22]1.C1(P(C2CCCCC2)C2C=CC=CC=2C2C=CC=CC=2N(C)C)CCCCC1.CC(C)([O-])C.[Na+], predict the reaction product. The product is: [Cl:1][C:2]1[CH:3]=[C:4]([C:8]([C:10]2[CH:11]=[N:12][C:13]3[C:18]([CH:19]=2)=[CH:17][CH:16]=[CH:15][C:14]=3[N:24]2[CH2:23][CH2:22][N:21]([C:27]([O:29][C:30]([CH3:33])([CH3:32])[CH3:31])=[O:28])[CH2:26][CH2:25]2)=[O:9])[CH:5]=[CH:6][CH:7]=1. (5) Given the reactants Cl[C:2]1[CH:7]=[CH:6][N:5]=[C:4]2[CH:8]=[C:9]([I:11])[S:10][C:3]=12.[N+:12]([C:15]1[CH:20]=[CH:19][C:18]([OH:21])=[C:17]([F:22])[CH:16]=1)([O-:14])=[O:13].C([O-])([O-])=O.[K+].[K+], predict the reaction product. The product is: [F:22][C:17]1[CH:16]=[C:15]([N+:12]([O-:14])=[O:13])[CH:20]=[CH:19][C:18]=1[O:21][C:2]1[CH:7]=[CH:6][N:5]=[C:4]2[CH:8]=[C:9]([I:11])[S:10][C:3]=12. (6) Given the reactants C([O:5][C:6](=[O:38])[CH2:7][CH2:8][C:9]1[CH:14]=[CH:13][C:12]([O:15][CH2:16][CH2:17][C:18]2[N:19]=[C:20]([C:24]3[CH:25]=[N:26][C:27]([C:30]4[CH:35]=[CH:34][CH:33]=[CH:32][C:31]=4[F:36])=[CH:28][CH:29]=3)[S:21][C:22]=2[CH3:23])=[CH:11][C:10]=1[CH3:37])(C)(C)C.[C:39](O)(C(F)(F)F)=O, predict the reaction product. The product is: [F:36][C:31]1[CH:32]=[CH:33][CH:34]=[CH:35][C:30]=1[C:27]1[N:26]=[CH:25][C:24]([C:20]2[S:21][C:22]([CH3:23])=[C:18]([CH:17]([CH3:39])[CH2:16][O:15][C:12]3[CH:13]=[CH:14][C:9]([CH2:8][CH2:7][C:6]([OH:5])=[O:38])=[C:10]([CH3:37])[CH:11]=3)[N:19]=2)=[CH:29][CH:28]=1. (7) Given the reactants CCC(C)[BH-](C(C)CC)C(C)CC.[Li+].[F:15][CH:16]1[C:21](=[O:22])[CH2:20][CH2:19][N:18]([C:23]([O:25][CH2:26][C:27]2[CH:32]=[CH:31][CH:30]=[CH:29][CH:28]=2)=[O:24])[CH2:17]1, predict the reaction product. The product is: [F:15][C@H:16]1[C@@H:21]([OH:22])[CH2:20][CH2:19][N:18]([C:23]([O:25][CH2:26][C:27]2[CH:32]=[CH:31][CH:30]=[CH:29][CH:28]=2)=[O:24])[CH2:17]1. (8) Given the reactants [C:1]([C:3]1[CH:4]=[C:5]([N:9]([CH2:14][C:15]2[CH:20]=[CH:19][C:18](I)=[CH:17][CH:16]=2)[C:10](=[O:13])[CH2:11][CH3:12])[CH:6]=[CH:7][CH:8]=1)#[N:2].[CH3:22][C:23]1[C:27](B(O)O)=[C:26]([CH3:31])[O:25][N:24]=1, predict the reaction product. The product is: [C:1]([C:3]1[CH:4]=[C:5]([N:9]([CH2:14][C:15]2[CH:20]=[CH:19][C:18]([C:27]3[C:23]([CH3:22])=[N:24][O:25][C:26]=3[CH3:31])=[CH:17][CH:16]=2)[C:10](=[O:13])[CH2:11][CH3:12])[CH:6]=[CH:7][CH:8]=1)#[N:2].